This data is from Full USPTO retrosynthesis dataset with 1.9M reactions from patents (1976-2016). The task is: Predict the reactants needed to synthesize the given product. (1) Given the product [C:2]([C:6]1[CH:11]=[CH:10][C:9]([S:12]([NH:15][C:16]2[CH:21]=[CH:20][C:19]([Cl:22])=[CH:18][C:17]=2[C:23]2[N:27]([C@H:28]3[CH2:32][CH2:31][N:30]([S:40]([CH3:39])(=[O:42])=[O:41])[CH2:29]3)[CH:26]=[N:25][N:24]=2)(=[O:13])=[O:14])=[CH:8][CH:7]=1)([CH3:5])([CH3:3])[CH3:4], predict the reactants needed to synthesize it. The reactants are: Cl.[C:2]([C:6]1[CH:11]=[CH:10][C:9]([S:12]([NH:15][C:16]2[CH:21]=[CH:20][C:19]([Cl:22])=[CH:18][C:17]=2[C:23]2[N:27]([C@H:28]3[CH2:32][CH2:31][NH:30][CH2:29]3)[CH:26]=[N:25][N:24]=2)(=[O:14])=[O:13])=[CH:8][CH:7]=1)([CH3:5])([CH3:4])[CH3:3].N1C=CC=CC=1.[CH3:39][S:40](Cl)(=[O:42])=[O:41]. (2) Given the product [S:36]([CH2:35][CH2:34][S:40]([OH:43])(=[O:42])=[O:41])([OH:39])(=[O:38])=[O:37].[OH:1][C:2]1([CH2:8][N:9]2[CH2:10][CH2:11][CH:12]([CH2:15][NH:16][C:17]([N:19]3[C:23]4[CH:24]=[CH:25][CH:26]=[CH:27][C:22]=4[N:21]([CH:28]([CH3:29])[CH3:30])[C:20]3=[O:31])=[O:18])[CH2:13][CH2:14]2)[CH2:7][CH2:6][O:5][CH2:4][CH2:3]1.[OH:1][C:2]1([CH2:8][N:9]2[CH2:10][CH2:11][CH:12]([CH2:15][NH:16][C:17]([N:19]3[C:23]4[CH:24]=[CH:25][CH:26]=[CH:27][C:22]=4[N:21]([CH:28]([CH3:29])[CH3:30])[C:20]3=[O:31])=[O:18])[CH2:13][CH2:14]2)[CH2:7][CH2:6][O:5][CH2:4][CH2:3]1, predict the reactants needed to synthesize it. The reactants are: [OH:1][C:2]1([CH2:8][N:9]2[CH2:14][CH2:13][CH:12]([CH2:15][NH:16][C:17]([N:19]3[C:23]4[CH:24]=[CH:25][CH:26]=[CH:27][C:22]=4[N:21]([CH:28]([CH3:30])[CH3:29])[C:20]3=[O:31])=[O:18])[CH2:11][CH2:10]2)[CH2:7][CH2:6][O:5][CH2:4][CH2:3]1.O.O.[CH2:34]([S:40]([OH:43])(=[O:42])=[O:41])[CH2:35][S:36]([OH:39])(=[O:38])=[O:37]. (3) Given the product [CH3:13][O:12][C:5]1[CH:4]=[C:3]([CH:8]=[CH:7][C:6]=1[N+:9]([O-:11])=[O:10])[CH2:2][CH2:14][PH:15](=[O:19])[O:16][CH2:17][CH3:18], predict the reactants needed to synthesize it. The reactants are: Cl[CH2:2][C:3]1[CH:8]=[CH:7][C:6]([N+:9]([O-:11])=[O:10])=[C:5]([O:12][CH3:13])[CH:4]=1.[CH3:14][P:15]([O:19]CC)[O:16][CH2:17][CH3:18]. (4) Given the product [Si:57]([O:10][CH2:11][C@@H:12]1[CH2:13][C@H:14]([C:16]2[N:20]3[CH:21]=[CH:22][N:23]=[C:24]([Cl:25])[C:19]3=[CH:18][N:17]=2)[CH2:15]1)([C:53]([CH3:56])([CH3:55])[CH3:54])([CH3:59])[CH3:58].[Si:57]([O:36][CH2:37][C@H:38]1[CH2:39][C@H:40]([C:42]2[N:46]3[CH:47]=[CH:48][N:49]=[C:50]([Cl:51])[C:45]3=[CH:44][N:43]=2)[CH2:41]1)([C:53]([CH3:56])([CH3:55])[CH3:54])([CH3:59])[CH3:58], predict the reactants needed to synthesize it. The reactants are: C1(C)C=CC(S([O:10][CH2:11][C@H:12]2[CH2:15][C@@H:14]([C:16]3[N:20]4[CH:21]=[CH:22][N:23]=[C:24]([Cl:25])[C:19]4=[CH:18][N:17]=3)[CH2:13]2)(=O)=O)=CC=1.C1(C)C=CC(S([O:36][CH2:37][C@H:38]2[CH2:41][C@H:40]([C:42]3[N:46]4[CH:47]=[CH:48][N:49]=[C:50]([Cl:51])[C:45]4=[CH:44][N:43]=3)[CH2:39]2)(=O)=O)=CC=1.[C:53]([Si:57](Cl)([CH3:59])[CH3:58])([CH3:56])([CH3:55])[CH3:54].